Dataset: Forward reaction prediction with 1.9M reactions from USPTO patents (1976-2016). Task: Predict the product of the given reaction. (1) Given the reactants [N+:1]([C:4]1[CH:5]=[CH:6][CH:7]=[C:8]2[C:12]=1[NH:11][C:10]([C:13]([OH:15])=O)=[CH:9]2)([O-:3])=[O:2].[N:16]1(O)C2C=CC=CC=2N=N1.Cl.CN(C)CCCN=C=NCC.N, predict the reaction product. The product is: [N+:1]([C:4]1[CH:5]=[CH:6][CH:7]=[C:8]2[C:12]=1[NH:11][C:10]([C:13]([NH2:16])=[O:15])=[CH:9]2)([O-:3])=[O:2]. (2) The product is: [C:17]1([C@H:15]([N:14]2[CH2:13][CH2:6][CH:5]([C:4]([CH:1]3[CH2:3][CH2:2]3)=[O:7])[CH2:23]2)[CH3:16])[CH:18]=[CH:19][CH:20]=[CH:21][CH:22]=1. Given the reactants [CH:1]1([C:4](=[O:7])[CH:5]=[CH2:6])[CH2:3][CH2:2]1.C(O[CH2:13][N:14]([CH2:23][Si](C)(C)C)[C@@H:15]([C:17]1[CH:22]=[CH:21][CH:20]=[CH:19][CH:18]=1)[CH3:16])CCC.FC(F)(F)C(O)=O, predict the reaction product. (3) Given the reactants ClC1C(C([NH:10][C:11]2[CH:16]=[CH:15][C:14]([O:17][CH2:18][CH3:19])=[CH:13][CH:12]=2)=O)=CC=CN=1.ClC1N=CC=CC=1C(Cl)=O.[F:30][C:31]1[CH:32]=[N:33][CH:34]=[CH:35][C:36]=1[C:37](Cl)=[O:38], predict the reaction product. The product is: [CH2:18]([O:17][C:14]1[CH:15]=[CH:16][C:11]([NH:10][C:37]([C:36]2[CH:35]=[CH:34][N:33]=[CH:32][C:31]=2[F:30])=[O:38])=[CH:12][CH:13]=1)[CH3:19]. (4) Given the reactants [CH2:1]([O:3]/C(=C\C1C=CC(C2C=CC=C(N(C)C(NC3C=CC(C(F)(F)F)=CC=3)=O)C=2)=CC=1)/C(OCC)=O)[CH3:2].C(O/[C:41](=[CH:45]\[C:46]1[CH:51]=[CH:50][C:49]([C:52]2[CH:57]=[CH:56][CH:55]=[C:54]([N:58]([CH3:72])[C:59]([NH:61][C:62]3[CH:67]=[CH:66][C:65]([C:68]([F:71])([F:70])[F:69])=[CH:64][CH:63]=3)=[O:60])[CH:53]=2)=[CH:48][CH:47]=1)/[C:42]([OH:44])=[O:43])C, predict the reaction product. The product is: [CH3:2][CH2:1][O:3]/[C:45](/[C:46]1[CH:51]=[CH:50][C:49]([C:52]2[CH:57]=[CH:56][CH:55]=[C:54]([N:58]([CH3:72])[C:59]([NH:61][C:62]3[CH:63]=[CH:64][C:65]([C:68]([F:70])([F:69])[F:71])=[CH:66][CH:67]=3)=[O:60])[CH:53]=2)=[CH:48][CH:47]=1)=[CH:41]\[C:42]([OH:44])=[O:43]. (5) Given the reactants [CH:1]([C:3]1[O:4][C:5]2[CH:11]=[CH:10][C:9]([N+:12]([O-:14])=[O:13])=[CH:8][C:6]=2[CH:7]=1)=O.[C:15]([CH:20]=P(C1C=CC=CC=1)(C1C=CC=CC=1)C1C=CC=CC=1)([O:17][CH2:18][CH3:19])=[O:16].O, predict the reaction product. The product is: [N+:12]([C:9]1[CH:10]=[CH:11][C:5]2[O:4][C:3](/[CH:1]=[CH:20]/[C:15]([O:17][CH2:18][CH3:19])=[O:16])=[CH:7][C:6]=2[CH:8]=1)([O-:14])=[O:13]. (6) Given the reactants [N:1]1([CH:7]2[CH2:12][CH2:11][CH:10]([C:13]([O:15]CC)=[O:14])[CH2:9][CH2:8]2)[CH2:5][CH2:4][CH2:3][C:2]1=[O:6].C(O)C.[O-]CC.[Na+], predict the reaction product. The product is: [N:1]1([CH:7]2[CH2:8][CH2:9][CH:10]([C:13]([OH:15])=[O:14])[CH2:11][CH2:12]2)[CH2:5][CH2:4][CH2:3][C:2]1=[O:6]. (7) The product is: [CH2:64]([N:71]1[CH2:72][CH2:73][C@@:74]([C:77]([F:80])([F:78])[F:79])([OH:86])[C@@H:75]([OH:22])[CH2:76]1)[C:65]1[CH:66]=[CH:67][CH:68]=[CH:69][CH:70]=1. Given the reactants CC[C@@H]1[C@@H]2C[C@H]([C@@H](OC3C4C(=CC=CC=4)C(O[C@@H](C4C=CN=C5C=4C=C(OC)C=C5)[C@@H]4N5C[C@H](CC)[C@@H](CC5)C4)=NN=3)C3C=CN=C4C=3C=C([O:22]C)C=C4)N(CC2)C1.CS(N)(=O)=O.[CH2:64]([N:71]1[CH2:76][CH:75]=[C:74]([C:77]([F:80])([F:79])[F:78])[CH2:73][CH2:72]1)[C:65]1[CH:70]=[CH:69][CH:68]=[CH:67][CH:66]=1.C(O)(C)(C)C.[OH2:86], predict the reaction product. (8) Given the reactants [C:1]([O:5][C:6](=[O:39])[NH:7][C:8]1([C:12]2[CH:17]=[CH:16][C:15]([C:18]3[C:19]([C:33]4[CH:38]=[CH:37][CH:36]=[CH:35][CH:34]=4)=[CH:20][C:21]4[N:26]([CH2:27][CH2:28]C#N)[C:25](=[O:31])[CH2:24][O:23][C:22]=4[N:32]=3)=[CH:14][CH:13]=2)[CH2:11][CH2:10][CH2:9]1)([CH3:4])([CH3:3])[CH3:2].[O:40]=C1COC2N=C(C3C=CC(C4(NC(=O)OC(C)(C)C)CCC4)=CC=3)C(C3C=CC=CC=3)=CC=2N1.BrCCO, predict the reaction product. The product is: [C:1]([O:5][C:6](=[O:39])[NH:7][C:8]1([C:12]2[CH:17]=[CH:16][C:15]([C:18]3[C:19]([C:33]4[CH:38]=[CH:37][CH:36]=[CH:35][CH:34]=4)=[CH:20][C:21]4[N:26]([CH2:27][CH2:28][OH:40])[C:25](=[O:31])[CH2:24][O:23][C:22]=4[N:32]=3)=[CH:14][CH:13]=2)[CH2:9][CH2:10][CH2:11]1)([CH3:4])([CH3:2])[CH3:3].